This data is from Full USPTO retrosynthesis dataset with 1.9M reactions from patents (1976-2016). The task is: Predict the reactants needed to synthesize the given product. (1) Given the product [Cl:1][C:2]1[C:3]([N:20]2[CH2:25][CH2:24][CH:23]([C:26](=[O:39])[NH:27][S:28]([N:31]([C:32]3[CH:33]=[CH:34][C:35]([F:38])=[CH:36][CH:37]=3)[CH3:44])(=[O:30])=[O:29])[CH2:22][CH2:21]2)=[N:4][C:5]([CH2:13][N:14]2[CH2:18][CH2:17][CH2:16][C:15]2=[O:19])=[C:6]([CH:12]=1)[C:7]([O:9][CH2:10][CH3:11])=[O:8], predict the reactants needed to synthesize it. The reactants are: [Cl:1][C:2]1[C:3]([N:20]2[CH2:25][CH2:24][CH:23]([C:26](=[O:39])[NH:27][S:28]([NH:31][C:32]3[CH:37]=[CH:36][C:35]([F:38])=[CH:34][CH:33]=3)(=[O:30])=[O:29])[CH2:22][CH2:21]2)=[N:4][C:5]([CH2:13][N:14]2[CH2:18][CH2:17][CH2:16][C:15]2=[O:19])=[C:6]([CH:12]=1)[C:7]([O:9][CH2:10][CH3:11])=[O:8].[H-].[Na+].IC.[CH3:44]COC(C)=O. (2) The reactants are: [CH:1]1[C:6]([N:7]=[C:8]=[O:9])=[CH:5][C:4]2[C:10]([F:17])([F:16])[O:11][C:12]([F:15])([F:14])[O:13][C:3]=2[CH:2]=1.[CH3:18][O:19][C:20]([C:22]1[CH:27]=[C:26]([O:28][C:29]2[CH:34]=[CH:33][CH:32]=[C:31]([NH2:35])[CH:30]=2)[CH:25]=[CH:24][N:23]=1)=[O:21]. Given the product [F:14][C:12]1([F:15])[O:13][C:3]2[CH:2]=[CH:1][C:6]([NH:7][C:8]([NH:35][C:31]3[CH:30]=[C:29]([CH:34]=[CH:33][CH:32]=3)[O:28][C:26]3[CH:25]=[CH:24][N:23]=[C:22]([C:20]([O:19][CH3:18])=[O:21])[CH:27]=3)=[O:9])=[CH:5][C:4]=2[C:10]([F:16])([F:17])[O:11]1, predict the reactants needed to synthesize it. (3) Given the product [N+:21]([C:16]1[CH:15]=[C:14]2[C:19]([CH2:20][CH:12]([OH:11])[C@@H:13]2[NH:24][C:33]([C:30]2[CH:31]=[CH:32][C:27]([C:36]3[CH:37]=[CH:38][CH:39]=[CH:40][CH:41]=3)=[CH:28][CH:29]=2)=[O:34])=[CH:18][CH:17]=1)([O-:23])=[O:22], predict the reactants needed to synthesize it. The reactants are: C([O:11][C@@H:12]1[CH2:20][C:19]2[C:14](=[CH:15][C:16]([N+:21]([O-:23])=[O:22])=[CH:17][CH:18]=2)[C@H:13]1[NH2:24])(=O)C(C1C=CC=CC=1)O.[OH-].[Na+].[C:27]1([C:36]2[CH:41]=[CH:40][CH:39]=[CH:38][CH:37]=2)[CH:32]=[CH:31][C:30]([C:33](Cl)=[O:34])=[CH:29][CH:28]=1. (4) Given the product [C:1]([N:5]([CH3:33])[C:6]([C:8]1[N:9]=[C:10]([C:27]2[CH2:28][CH2:29][N:30]([CH3:36])[CH2:31][CH:32]=2)[N:11]2[C:20]3[C:15](=[CH:16][C:17]([O:25][CH3:26])=[C:18]([CH2:21][CH:22]([CH3:24])[CH3:23])[CH:19]=3)[CH2:14][CH2:13][C:12]=12)=[O:7])([CH3:2])([CH3:3])[CH3:4], predict the reactants needed to synthesize it. The reactants are: [C:1]([N:5]([CH3:33])[C:6]([C:8]1[N:9]=[C:10]([C:27]2[CH2:28][CH2:29][NH:30][CH2:31][CH:32]=2)[N:11]2[C:20]3[C:15](=[CH:16][C:17]([O:25][CH3:26])=[C:18]([CH2:21][CH:22]([CH3:24])[CH3:23])[CH:19]=3)[CH2:14][CH2:13][C:12]=12)=[O:7])([CH3:4])([CH3:3])[CH3:2].C=O.[C:36]([BH3-])#N.[Na+].